Dataset: Forward reaction prediction with 1.9M reactions from USPTO patents (1976-2016). Task: Predict the product of the given reaction. (1) The product is: [C:1]([O:5][C:6]([NH:8][C@@H:9]([CH2:13][S:14][S:16][CH3:15])[C:10]([OH:12])=[O:11])=[O:7])([CH3:4])([CH3:3])[CH3:2]. Given the reactants [C:1]([O:5][C:6]([NH:8][C@@H:9]([CH2:13][SH:14])[C:10]([OH:12])=[O:11])=[O:7])([CH3:4])([CH3:3])[CH3:2].[CH3:15][S-:16].[Na+].II.Cl, predict the reaction product. (2) Given the reactants [CH3:1][C:2]1([CH3:29])[CH2:7][CH2:6][N:5]([C:8]2[N:13]3[CH:14]=[C:15]([C:17]([O:19][CH2:20][CH3:21])=[O:18])[N:16]=[C:12]3[CH:11]=[C:10]([CH3:22])[C:9]=2[C@H:23]([OH:28])[C:24]([O:26][CH3:27])=[O:25])[CH2:4][CH2:3]1.Cl(O)(=O)(=O)=O.C(Cl)Cl.C(=O)(O)[O-].[Na+], predict the reaction product. The product is: [C:2]([O:28][C@@H:23]([C:9]1[C:10]([CH3:22])=[CH:11][C:12]2[N:13]([CH:14]=[C:15]([C:17]([O:19][CH2:20][CH3:21])=[O:18])[N:16]=2)[C:8]=1[N:5]1[CH2:6][CH2:7][C:2]([CH3:1])([CH3:29])[CH2:3][CH2:4]1)[C:24]([O:26][CH3:27])=[O:25])([CH3:7])([CH3:3])[CH3:1]. (3) Given the reactants [OH:1][C:2]([C:17]([F:20])([F:19])[F:18])([CH2:5][C:6]([C:9]1[CH:14]=[CH:13][CH:12]=[CH:11][C:10]=1[O:15][CH3:16])([CH3:8])[CH3:7])[CH:3]=O.[C:21]1([NH2:31])[C:30]2[C:25](=[CH:26][CH:27]=[CH:28][CH:29]=2)[CH:24]=[CH:23][CH:22]=1, predict the reaction product. The product is: [F:20][C:17]([F:18])([F:19])[C:2]([CH:3]=[N:31][C:21]1[C:30]2[C:25](=[CH:26][CH:27]=[CH:28][CH:29]=2)[CH:24]=[CH:23][CH:22]=1)([OH:1])[CH2:5][C:6]([C:9]1[CH:14]=[CH:13][CH:12]=[CH:11][C:10]=1[O:15][CH3:16])([CH3:7])[CH3:8]. (4) Given the reactants [O:1]1[CH2:6][CH2:5][CH:4]([CH2:7][OH:8])[CH2:3][CH2:2]1.[Br:9][C:10]1[CH:11]=[C:12]([S:17]([NH2:20])(=[O:19])=[O:18])[CH:13]=[N:14][C:15]=1Cl.[F:21]C1C=CC(S(N)(=O)=O)=CC=1[N+]([O-])=O, predict the reaction product. The product is: [Br:9][C:10]1[CH:11]=[C:12]([S:17]([NH2:20])(=[O:19])=[O:18])[CH:13]=[N:14][C:15]=1[O:8][CH2:7][C:4]1([F:21])[CH2:5][CH2:6][O:1][CH2:2][CH2:3]1. (5) Given the reactants [C:1]([O:5][C:6](=[O:23])[NH:7][C:8]1[CH:13]=[CH:12][C:11]([C:14]2[CH:19]=[CH:18][CH:17]=[C:16]([F:20])[C:15]=2[F:21])=[CH:10][C:9]=1[NH2:22])([CH3:4])([CH3:3])[CH3:2].CC1(C)[O:30][C:29]([C:31]2[CH:32]=[C:33]([CH:36]=[CH:37][CH:38]=2)[C:34]#[N:35])=[CH:28][C:27](=O)[O:26]1, predict the reaction product. The product is: [C:1]([O:5][C:6](=[O:23])[NH:7][C:8]1[CH:13]=[CH:12][C:11]([C:14]2[CH:19]=[CH:18][CH:17]=[C:16]([F:20])[C:15]=2[F:21])=[CH:10][C:9]=1[NH:22][C:27](=[O:26])[CH2:28][C:29]([C:31]1[CH:38]=[CH:37][CH:36]=[C:33]([C:34]#[N:35])[CH:32]=1)=[O:30])([CH3:4])([CH3:2])[CH3:3]. (6) The product is: [ClH:13].[CH2:6]([C:11]1[CH:12]=[C:7]([CH:8]=[C:9]([CH2:22][CH:17]([CH3:16])[CH3:18])[N:10]=1)[C:6]([OH:5])=[O:15])[CH:7]([CH3:12])[CH3:8]. Given the reactants C([O:5][C:6](=[O:15])[C:7]1[CH:12]=[C:11]([Cl:13])[N:10]=[C:9](Cl)[CH:8]=1)(C)(C)C.[C:16](O)(=O)[C:17]1[CH:22]=CN=C[CH:18]=1, predict the reaction product. (7) Given the reactants C([O:9][CH2:10][CH2:11][N:12]1[C:20]2[C:19](Cl)=[N:18][CH:17]=[N:16][C:15]=2[CH:14]=[CH:13]1)(=O)C1C=CC=CC=1.[NH2:22][C:23]1[CH:42]=[CH:41][C:26]([O:27][C:28]2[CH:29]=[C:30]([C:34](=[O:40])[CH2:35][C:36]([CH3:39])([CH3:38])[CH3:37])[CH:31]=[CH:32][CH:33]=2)=[C:25]([Cl:43])[CH:24]=1.C(O)(C)C.[OH-].[Na+], predict the reaction product. The product is: [Cl:43][C:25]1[CH:24]=[C:23]([NH:22][C:19]2[C:20]3[N:12]([CH2:11][CH2:10][OH:9])[CH:13]=[CH:14][C:15]=3[N:16]=[CH:17][N:18]=2)[CH:42]=[CH:41][C:26]=1[O:27][C:28]1[CH:29]=[C:30]([C:34](=[O:40])[CH2:35][C:36]([CH3:39])([CH3:38])[CH3:37])[CH:31]=[CH:32][CH:33]=1. (8) Given the reactants Cl[C:2]1[N:7]=[C:6]([C:8]([OH:10])=[O:9])[CH:5]=[C:4]([CH:11]=[CH2:12])[N:3]=1.[F:13][C:14]1[CH:35]=[CH:34][C:17]([O:18][C:19]2[CH:24]=[CH:23][C:22](B3OC(C)(C)C(C)(C)O3)=[CH:21][CH:20]=2)=[CH:16][CH:15]=1.C([O-])([O-])=O.[Na+].[Na+], predict the reaction product. The product is: [F:13][C:14]1[CH:35]=[CH:34][C:17]([O:18][C:19]2[CH:24]=[CH:23][C:22]([C:2]3[N:7]=[C:6]([C:8]([OH:10])=[O:9])[CH:5]=[C:4]([CH:11]=[CH2:12])[N:3]=3)=[CH:21][CH:20]=2)=[CH:16][CH:15]=1. (9) Given the reactants Br[C:2]1[CH:3]=[C:4]([O:8][CH3:9])[CH:5]=[CH:6][CH:7]=1.[B:10](OC(C)C)([O:15]C(C)C)[O:11]C(C)C, predict the reaction product. The product is: [CH3:9][O:8][C:4]1[CH:3]=[C:2]([B:10]([OH:15])[OH:11])[CH:7]=[CH:6][CH:5]=1. (10) Given the reactants CO[C:3]([C:5]1[CH:6]=[C:7]2[C:12](=[CH:13][CH:14]=1)[N:11]=[CH:10][N:9]=[C:8]2[NH:15][C:16]1[CH:21]=[CH:20][C:19]([O:22][CH2:23][C:24]2[CH:29]=[CH:28][CH:27]=[C:26]([F:30])[CH:25]=2)=[C:18]([Cl:31])[CH:17]=1)=[O:4].Cl.C[NH:34]OC.[Cl-].[NH4+].O.[O:40]1[CH2:44]CC[CH2:41]1, predict the reaction product. The product is: [CH3:41][O:40][CH2:44][NH:34][C:3]([C:5]1[CH:6]=[C:7]2[C:12](=[CH:13][CH:14]=1)[N:11]=[CH:10][N:9]=[C:8]2[NH:15][C:16]1[CH:21]=[CH:20][C:19]([O:22][CH2:23][C:24]2[CH:29]=[CH:28][CH:27]=[C:26]([F:30])[CH:25]=2)=[C:18]([Cl:31])[CH:17]=1)=[O:4].